Dataset: Catalyst prediction with 721,799 reactions and 888 catalyst types from USPTO. Task: Predict which catalyst facilitates the given reaction. Reactant: [C:1]([O:5][C:6]([N:8]1[CH2:13][CH2:12][N:11]([C:14]([C:16]2[CH:20]=[C:19]([CH3:21])[N:18]([C:22]3[CH:27]=[CH:26][CH:25]=[CH:24][CH:23]=3)[C:17]=2[C:28]2[CH:33]=[CH:32][CH:31]=[CH:30][CH:29]=2)=[O:15])[C@H:10]([CH2:34][N:35]2[CH2:40][CH2:39][CH:38]([C:41](O)=[O:42])[CH2:37][CH2:36]2)[CH2:9]1)=[O:7])([CH3:4])([CH3:3])[CH3:2].CC[N:46]=C=NCCCN(C)C.Cl.C(=O)(O)[O-].[Na+]. Product: [NH2:46][C:41]([CH:38]1[CH2:37][CH2:36][N:35]([CH2:34][C@H:10]2[N:11]([C:14]([C:16]3[CH:20]=[C:19]([CH3:21])[N:18]([C:22]4[CH:27]=[CH:26][CH:25]=[CH:24][CH:23]=4)[C:17]=3[C:28]3[CH:33]=[CH:32][CH:31]=[CH:30][CH:29]=3)=[O:15])[CH2:12][CH2:13][N:8]([C:6]([O:5][C:1]([CH3:3])([CH3:2])[CH3:4])=[O:7])[CH2:9]2)[CH2:40][CH2:39]1)=[O:42]. The catalyst class is: 3.